From a dataset of Catalyst prediction with 721,799 reactions and 888 catalyst types from USPTO. Predict which catalyst facilitates the given reaction. (1) Reactant: [C:1]([CH2:3][C:4](O)=[O:5])#[N:2].P(Cl)(Cl)(Cl)(Cl)Cl.[CH2:13]([O:15][C:16]([C:18]1[C:19]([C:24]2[S:25][C:26]([I:30])=[C:27]([CH3:29])[CH:28]=2)=[CH:20][S:21][C:22]=1[NH2:23])=[O:17])[CH3:14].C([O-])(O)=O.[Na+]. Product: [CH2:13]([O:15][C:16]([C:18]1[C:19]([C:24]2[S:25][C:26]([I:30])=[C:27]([CH3:29])[CH:28]=2)=[CH:20][S:21][C:22]=1[NH:23][C:4](=[O:5])[CH2:3][C:1]#[N:2])=[O:17])[CH3:14]. The catalyst class is: 2. (2) Reactant: [NH2:1][CH2:2][CH:3]([OH:5])[CH3:4].[Cl:6][C:7]1[CH:12]=[CH:11][C:10]([CH2:13][CH2:14]Cl)=[CH:9][CH:8]=1.O. Product: [Cl:6][C:7]1[CH:12]=[CH:11][C:10]([CH2:13][CH2:14][NH:1][CH2:2][CH:3]([OH:5])[CH3:4])=[CH:9][CH:8]=1. The catalyst class is: 11. (3) Reactant: C([Li])(C)(C)C.I[CH2:7][CH2:8][CH2:9][CH2:10][CH2:11][CH2:12][CH2:13][CH2:14][CH2:15][CH3:16].[Cu]C#N.[Br:20][C:21]1[CH:29]=[CH:28][C:27]([Br:30])=[CH:26][C:22]=1[C:23](Cl)=[O:24]. Product: [Br:20][C:21]1[CH:29]=[CH:28][C:27]([Br:30])=[CH:26][C:22]=1[C:23](=[O:24])[CH2:7][CH2:8][CH2:9][CH2:10][CH2:11][CH2:12][CH2:13][CH2:14][CH2:15][CH3:16]. The catalyst class is: 332. (4) The catalyst class is: 6. Product: [NH:18]1[C:19]2[C:24](=[CH:23][CH:22]=[CH:21][CH:20]=2)[CH:25]=[C:17]1[C:12]1[C:11]2[C:15](=[CH:16][C:8]([C:6]3[CH:5]=[CH:4][NH:3][C:2](=[O:28])[CH:7]=3)=[CH:9][CH:10]=2)[NH:14][N:13]=1. Reactant: F[C:2]1[CH:7]=[C:6]([C:8]2[CH:16]=[C:15]3[C:11]([C:12]([C:17]4[NH:18][C:19]5[C:24]([CH:25]=4)=[CH:23][CH:22]=[CH:21][CH:20]=5)=[N:13][NH:14]3)=[CH:10][CH:9]=2)[CH:5]=[CH:4][N:3]=1.C(O)(=[O:28])C. (5) Reactant: [CH3:1][O:2][C:3]1[CH:4]=[C:5]([CH2:9][C:10](Cl)=[O:11])[CH:6]=[CH:7][CH:8]=1.[CH3:13][O:14][CH:15]([O:18][CH3:19])[CH2:16][NH2:17].C(N(CC)CC)C. Product: [CH3:13][O:14][CH:15]([O:18][CH3:19])[CH2:16][NH:17][C:10](=[O:11])[CH2:9][C:5]1[CH:6]=[CH:7][CH:8]=[C:3]([O:2][CH3:1])[CH:4]=1. The catalyst class is: 22.